Dataset: Forward reaction prediction with 1.9M reactions from USPTO patents (1976-2016). Task: Predict the product of the given reaction. (1) Given the reactants [I-:1].[NH2:2][C:3]1[CH:8]=[C:7]([F:9])[CH:6]=[CH:5][C:4]=1[N+:10]1[C:14]([CH3:15])=[CH:13][S:12][C:11]=1SC, predict the reaction product. The product is: [I-:1].[F:9][C:7]1[CH:6]=[CH:5][C:4]2[N:10]3[C:14]([CH3:15])=[CH:13][S:12][C:11]3=[NH+:2][C:3]=2[CH:8]=1. (2) Given the reactants [CH3:1][O:2][C:3]1[C:11]([CH3:12])=[C:10]2[C:6]([C:7](=[O:13])[O:8][CH2:9]2)=[C:5]([O:14]CC[Si](C)(C)C)[C:4]=1[CH2:21][CH:22]=[C:23]([CH3:29])[CH2:24][O:25][P:26]([OH:28])[OH:27].CCN(C(C)C)C(C)C.C/C(/[O:46][Si](C)(C)C)=N\[Si](C)(C)C.C1C=C(SSC2N=CC=CC=2)N=CC=1, predict the reaction product. The product is: [CH3:1][O:2][C:3]1[C:11]([CH3:12])=[C:10]2[C:6]([C:7](=[O:13])[O:8][CH2:9]2)=[C:5]([OH:14])[C:4]=1[CH2:21][CH:22]=[C:23]([CH3:29])[CH2:24][O:25][P:26](=[O:46])([OH:28])[OH:27]. (3) Given the reactants [C:1]([C:5]1[N:10]=[C:9]([O:11][CH2:12][CH3:13])[C:8]([C:14]2[NH:15][CH:16]([C:26]3[CH:31]=[CH:30][C:29]([Cl:32])=[CH:28][CH:27]=3)[CH:17]([C:19]3[CH:24]=[CH:23][C:22]([Cl:25])=[CH:21][CH:20]=3)[N:18]=2)=[CH:7][N:6]=1)([CH3:4])([CH3:3])[CH3:2].[C:33](Cl)([Cl:35])=[O:34], predict the reaction product. The product is: [C:1]([C:5]1[N:10]=[C:9]([O:11][CH2:12][CH3:13])[C:8]([C:14]2[N:15]([C:33]([Cl:35])=[O:34])[CH:16]([C:26]3[CH:31]=[CH:30][C:29]([Cl:32])=[CH:28][CH:27]=3)[CH:17]([C:19]3[CH:24]=[CH:23][C:22]([Cl:25])=[CH:21][CH:20]=3)[N:18]=2)=[CH:7][N:6]=1)([CH3:2])([CH3:3])[CH3:4]. (4) Given the reactants Br[C:2]1[CH:11]=[C:10]2[C:5]([CH:6]=[C:7]([NH:12][C:13]([CH:15]3[CH2:17][CH2:16]3)=[O:14])[N:8]=[CH:9]2)=[CH:4][CH:3]=1.[Cl:18][C:19]1[N:24]=[CH:23][C:22](B(O)O)=[C:21]([CH3:28])[CH:20]=1.C(=O)([O-])[O-].[Na+].[Na+], predict the reaction product. The product is: [Cl:18][C:19]1[N:24]=[CH:23][C:22]([C:2]2[CH:11]=[C:10]3[C:5]([CH:6]=[C:7]([NH:12][C:13]([CH:15]4[CH2:17][CH2:16]4)=[O:14])[N:8]=[CH:9]3)=[CH:4][CH:3]=2)=[C:21]([CH3:28])[CH:20]=1. (5) Given the reactants [CH:1]([N:4]1[C:8]2[CH:9]=[CH:10][CH:11]=[CH:12][C:7]=2[NH:6][C:5]1=[O:13])([CH3:3])[CH3:2].C([O:18][C:19]([NH:21][CH2:22][CH:23]1[CH2:28][CH2:27][N:26]([CH2:29][C:30]([CH2:37][CH3:38])([CH2:35][CH3:36])[C:31]([O:33][CH3:34])=[O:32])[CH2:25][CH2:24]1)=O)(C)(C)C, predict the reaction product. The product is: [CH2:35]([C:30]([CH2:29][N:26]1[CH2:25][CH2:24][CH:23]([CH2:22][NH:21][C:19]([N:6]2[C:7]3[CH:12]=[CH:11][CH:10]=[CH:9][C:8]=3[N:4]([CH:1]([CH3:3])[CH3:2])[C:5]2=[O:13])=[O:18])[CH2:28][CH2:27]1)([CH2:37][CH3:38])[C:31]([O:33][CH3:34])=[O:32])[CH3:36]. (6) Given the reactants [C:1]([O:5][C:6]([N:8]1[CH2:13][CH2:12][N:11]([C:14]([C:16]2[C:24]3[C:19](=[N:20][CH:21]=[CH:22][CH:23]=3)[N:18]([C:25]3[CH:30]=[CH:29][CH:28]=[CH:27][CH:26]=3)[C:17]=2Cl)=[O:15])[CH2:10][CH2:9]1)=[O:7])([CH3:4])([CH3:3])[CH3:2].[F:32][C:33]1[CH:34]=[CH:35][C:36]([CH3:40])=[C:37]([OH:39])[CH:38]=1, predict the reaction product. The product is: [C:1]([O:5][C:6]([N:8]1[CH2:13][CH2:12][N:11]([C:14]([C:16]2[C:24]3[C:19](=[N:20][CH:21]=[CH:22][CH:23]=3)[N:18]([C:25]3[CH:30]=[CH:29][CH:28]=[CH:27][CH:26]=3)[C:17]=2[O:39][C:37]2[CH:38]=[C:33]([F:32])[CH:34]=[CH:35][C:36]=2[CH3:40])=[O:15])[CH2:10][CH2:9]1)=[O:7])([CH3:4])([CH3:3])[CH3:2]. (7) Given the reactants [CH2:1]([O:3][C:4]([C:6]1[C:7]2[C:15](=O)[C:14](=[CH:17][N:18](C)C)[CH2:13][CH2:12][CH2:11][C:8]=2[NH:9][CH:10]=1)=[O:5])[CH3:2].C(O)(=O)C.[NH2:25]N, predict the reaction product. The product is: [CH2:1]([O:3][C:4]([C:6]1[C:7]2[C:15]3=[N:25][NH:18][CH:17]=[C:14]3[CH2:13][CH2:12][CH2:11][C:8]=2[NH:9][CH:10]=1)=[O:5])[CH3:2]. (8) Given the reactants Cl[C:2]1([C:13]2[CH:18]=[CH:17][CH:16]=[CH:15][C:14]=2[O:19][CH3:20])[C:10]2[C:5](=[CH:6][CH:7]=[C:8]([Cl:11])[CH:9]=2)[NH:4][C:3]1=[O:12].FC(F)(F)C(O)=O.[NH2:28][C@@H:29]([CH3:36])[C:30]([N:32]([O:34][CH3:35])[CH3:33])=[O:31], predict the reaction product. The product is: [Cl:11][C:8]1[CH:9]=[C:10]2[C:5](=[CH:6][CH:7]=1)[NH:4][C:3](=[O:12])[C:2]2([NH:28][C@@H:29]([CH3:36])[C:30]([N:32]([O:34][CH3:35])[CH3:33])=[O:31])[C:13]1[CH:18]=[CH:17][CH:16]=[CH:15][C:14]=1[O:19][CH3:20]. (9) Given the reactants [Cl:1][C-:2]1[CH:6]=[CH:5][CH:4]=[CH:3]1.[C-:7]1([CH:12]=[O:13])[CH:11]=[CH:10][CH:9]=[CH:8]1.[Fe+2:14].[BH4-].[Na+].[C-:17]1([CH2:22][OH:23])C=CC=[CH:18]1.[CH-]1C=CC=C1.[Fe+2], predict the reaction product. The product is: [Cl:1][C-:2]1[CH:6]=[CH:5][CH:4]=[CH:3]1.[C-:7]1([CH2:12][O:13][CH2:18][CH2:17][CH2:22][OH:23])[CH:11]=[CH:10][CH:9]=[CH:8]1.[Fe+2:14]. (10) The product is: [N:17]([C:2]1[C:3]([C:15]#[N:16])=[N:4][N:5]([C:9]2[CH:14]=[CH:13][CH:12]=[CH:11][CH:10]=2)[C:6](=[O:8])[CH:7]=1)=[N+:18]=[N-:19]. Given the reactants Cl[C:2]1[C:3]([C:15]#[N:16])=[N:4][N:5]([C:9]2[CH:14]=[CH:13][CH:12]=[CH:11][CH:10]=2)[C:6](=[O:8])[CH:7]=1.[N-:17]=[N+:18]=[N-:19].[Na+].O, predict the reaction product.